Task: Predict the reactants needed to synthesize the given product.. Dataset: Full USPTO retrosynthesis dataset with 1.9M reactions from patents (1976-2016) (1) Given the product [ClH:26].[CH3:1][O:2][C:3]([C:5]1[N:6]=[C:7]([C:22]([F:25])([F:24])[F:23])[N:8]2[CH2:13][CH2:12][NH:11][CH:10]([CH3:21])[C:9]=12)=[O:4], predict the reactants needed to synthesize it. The reactants are: [CH3:1][O:2][C:3]([C:5]1[N:6]=[C:7]([C:22]([F:25])([F:24])[F:23])[N:8]2[CH2:13][CH2:12][N:11](C(OC(C)(C)C)=O)[CH:10]([CH3:21])[C:9]=12)=[O:4].[ClH:26]. (2) Given the product [NH2:31][CH:32]([C:36]1[CH:37]=[CH:38][C:39]([O:42][C:43]([F:44])([F:45])[F:46])=[CH:40][CH:41]=1)[C:33]([N:11]([C:5]1[CH:6]=[CH:7][C:8]([O:9][CH3:10])=[C:3]([O:2][CH3:1])[CH:4]=1)[CH2:12][CH2:13][C:14]1[CH:19]=[CH:18][C:17]([C:20]([F:22])([F:21])[F:23])=[CH:16][CH:15]=1)=[O:34], predict the reactants needed to synthesize it. The reactants are: [CH3:1][O:2][C:3]1[CH:4]=[C:5]([NH:11][CH2:12][CH2:13][C:14]2[CH:19]=[CH:18][C:17]([C:20]([F:23])([F:22])[F:21])=[CH:16][CH:15]=2)[CH:6]=[CH:7][C:8]=1[O:9][CH3:10].C(OC([NH:31][CH:32]([C:36]1[CH:41]=[CH:40][C:39]([O:42][C:43]([F:46])([F:45])[F:44])=[CH:38][CH:37]=1)[C:33](O)=[O:34])=O)(C)(C)C.